This data is from Reaction yield outcomes from USPTO patents with 853,638 reactions. The task is: Predict the reaction yield, written as a fraction of the theoretical maximum amount of product (1.0 means a 100% yield; for example, 0.34 means a 34% yield). (1) The reactants are [O:1]1[C:5]2[CH:6]=[CH:7][C:8]([C:10]3([C:13]([NH:15][C:16]4[CH:17]=[C:18]5[C:22](=[CH:23][CH:24]=4)[NH:21][C:20]([C:25]([CH3:28])([CH3:27])[CH3:26])=[C:19]5[CH:29]=O)=[O:14])[CH2:12][CH2:11]3)=[CH:9][C:4]=2[O:3][CH2:2]1.Cl.[NH2:32][OH:33]. The catalyst is ClCCl. The product is [O:1]1[C:5]2[CH:6]=[CH:7][C:8]([C:10]3([C:13]([NH:15][C:16]4[CH:17]=[C:18]5[C:22](=[CH:23][CH:24]=4)[NH:21][C:20]([C:25]([CH3:28])([CH3:26])[CH3:27])=[C:19]5/[CH:29]=[N:32]\[OH:33])=[O:14])[CH2:12][CH2:11]3)=[CH:9][C:4]=2[O:3][CH2:2]1. The yield is 0.770. (2) The reactants are [C:1]1([OH:7])[CH:6]=[CH:5][CH:4]=[CH:3][CH:2]=1.[H-].[Na+].Cl.[Br:11][C:12]1[CH:13]=[CH:14][C:15]([CH2:18]Cl)=[N:16][CH:17]=1.C(N(CC)CC)C. The catalyst is C(OCC)(=O)C.O.CN(C)C=O. The product is [Br:11][C:12]1[CH:13]=[CH:14][C:15]([CH2:18][O:7][C:1]2[CH:6]=[CH:5][CH:4]=[CH:3][CH:2]=2)=[N:16][CH:17]=1. The yield is 0.817. (3) The reactants are [F:1][CH:2]([F:20])[O:3][C:4]1[CH:9]=[CH:8][C:7]([CH:10]([NH2:16])[CH2:11][S:12]([CH3:15])(=[O:14])=[O:13])=[CH:6][C:5]=1[O:17][CH2:18][CH3:19].CCN(CC)CC.C[O:29][C:30](=O)[C:31]1[C:36]([NH:37][C:38]([CH:40]2[CH2:42][CH2:41]2)=[O:39])=[CH:35][CH:34]=[CH:33][C:32]=1[CH2:43]Br. The catalyst is CN(C=O)C. The product is [F:20][CH:2]([F:1])[O:3][C:4]1[CH:9]=[CH:8][C:7]([CH:10]([N:16]2[C:30](=[O:29])[C:31]3[C:32](=[CH:33][CH:34]=[CH:35][C:36]=3[NH:37][C:38]([CH:40]3[CH2:42][CH2:41]3)=[O:39])[CH2:43]2)[CH2:11][S:12]([CH3:15])(=[O:14])=[O:13])=[CH:6][C:5]=1[O:17][CH2:18][CH3:19]. The yield is 0.300. (4) The reactants are Br[C:2]1[CH:3]=[C:4]([C:7]([O:9][CH3:10])=[O:8])[O:5][CH:6]=1.C([O-])([O-])=O.[Na+].[Na+].[CH2:17]([N:19]1[C:23](B2OC(C)(C)C(C)(C)O2)=[C:22]([CH3:33])[CH:21]=[N:20]1)[CH3:18]. The catalyst is C1COCC1.C1C=CC(P(C2C=CC=CC=2)[C-]2C=CC=C2)=CC=1.C1C=CC(P(C2C=CC=CC=2)[C-]2C=CC=C2)=CC=1.Cl[Pd]Cl.[Fe+2]. The product is [CH2:17]([N:19]1[C:23]([C:2]2[CH:3]=[C:4]([C:7]([O:9][CH3:10])=[O:8])[O:5][CH:6]=2)=[C:22]([CH3:33])[CH:21]=[N:20]1)[CH3:18]. The yield is 0.760. (5) The reactants are C([N:8](CC1C=CC=CC=1)[CH:9]1[CH2:13][CH:12]([C:14]([O:16][CH2:17][CH3:18])=[O:15])[CH:11]([CH2:19][CH3:20])[CH2:10]1)C1C=CC=CC=1. The catalyst is CCO. The product is [NH2:8][CH:9]1[CH2:13][CH:12]([C:14]([O:16][CH2:17][CH3:18])=[O:15])[CH:11]([CH2:19][CH3:20])[CH2:10]1. The yield is 0.990. (6) The reactants are [Br:1][C:2]1[CH:20]=[CH:19][C:5]([O:6][C:7]2[N:14]=[C:13]([NH:15][CH2:16][CH2:17][OH:18])[CH:12]=[CH:11][C:8]=2[C:9]#[N:10])=[CH:4][C:3]=1[CH:21]1[O:25]CCO1.Cl.[CH2:27]1COCC1. No catalyst specified. The product is [Br:1][C:2]1[CH:20]=[CH:19][C:5]([O:6][C:7]2[N:14]=[C:13]([N:15]([CH2:16][CH2:17][OH:18])[CH3:27])[CH:12]=[CH:11][C:8]=2[C:9]#[N:10])=[CH:4][C:3]=1[CH:21]=[O:25]. The yield is 0.550. (7) The reactants are F.F.F.C(N(CC)CC)C.[Si]([O:28][CH2:29][C@H:30]1[O:34][C@@H:33]([N:35]2[CH:42]=[C:41]([CH3:43])[C:39](=[O:40])[NH:38][C:36]2=[O:37])[C@H:32]([O:44][CH2:45][CH2:46][O:47][N:48]([CH3:50])[CH3:49])[C@@H:31]1[OH:51])(C(C)(C)C)(C1C=CC=CC=1)C1C=CC=CC=1.CO. The catalyst is C1COCC1.C(Cl)Cl. The product is [CH3:49][N:48]([CH3:50])[O:47][CH2:46][CH2:45][O:44][C@@H:32]1[C@H:31]([OH:51])[C@@H:30]([CH2:29][OH:28])[O:34][C@H:33]1[N:35]1[CH:42]=[C:41]([CH3:43])[C:39](=[O:40])[NH:38][C:36]1=[O:37]. The yield is 0.925.